From a dataset of NCI-60 drug combinations with 297,098 pairs across 59 cell lines. Regression. Given two drug SMILES strings and cell line genomic features, predict the synergy score measuring deviation from expected non-interaction effect. (1) Drug 1: CN1CCC(CC1)COC2=C(C=C3C(=C2)N=CN=C3NC4=C(C=C(C=C4)Br)F)OC. Drug 2: CC(C)(C#N)C1=CC(=CC(=C1)CN2C=NC=N2)C(C)(C)C#N. Cell line: UO-31. Synergy scores: CSS=24.6, Synergy_ZIP=-4.70, Synergy_Bliss=1.64, Synergy_Loewe=2.85, Synergy_HSA=3.83. (2) Drug 1: CC1C(C(CC(O1)OC2CC(CC3=C2C(=C4C(=C3O)C(=O)C5=C(C4=O)C(=CC=C5)OC)O)(C(=O)CO)O)N)O.Cl. Drug 2: CCC1=CC2CC(C3=C(CN(C2)C1)C4=CC=CC=C4N3)(C5=C(C=C6C(=C5)C78CCN9C7C(C=CC9)(C(C(C8N6C)(C(=O)OC)O)OC(=O)C)CC)OC)C(=O)OC.C(C(C(=O)O)O)(C(=O)O)O. Cell line: CCRF-CEM. Synergy scores: CSS=78.6, Synergy_ZIP=1.20, Synergy_Bliss=1.04, Synergy_Loewe=-1.04, Synergy_HSA=2.14. (3) Drug 1: C(CN)CNCCSP(=O)(O)O. Drug 2: B(C(CC(C)C)NC(=O)C(CC1=CC=CC=C1)NC(=O)C2=NC=CN=C2)(O)O. Cell line: NCI/ADR-RES. Synergy scores: CSS=11.8, Synergy_ZIP=-4.56, Synergy_Bliss=-1.02, Synergy_Loewe=-1.13, Synergy_HSA=-1.13. (4) Drug 1: CC1=C(C=C(C=C1)NC2=NC=CC(=N2)N(C)C3=CC4=NN(C(=C4C=C3)C)C)S(=O)(=O)N.Cl. Drug 2: C1CCC(C(C1)N)N.C(=O)(C(=O)[O-])[O-].[Pt+4]. Cell line: MDA-MB-435. Synergy scores: CSS=7.09, Synergy_ZIP=1.13, Synergy_Bliss=5.59, Synergy_Loewe=-7.26, Synergy_HSA=1.82.